From a dataset of Catalyst prediction with 721,799 reactions and 888 catalyst types from USPTO. Predict which catalyst facilitates the given reaction. (1) Reactant: [CH:1](/[C@@H:5]1[C@@H:7]([C:8]([OH:10])=[O:9])[C:6]1([CH3:12])[CH3:11])=[CH:2]\[CH:3]=[CH2:4].CN1C=CN=C1.S(Cl)(C1C=CC(C)=CC=1)(=O)=O.[F:30][C:31]1[C:38]([F:39])=[CH:37][C:36]([F:40])=[C:35]([F:41])[C:32]=1[CH2:33]O. Product: [CH:1](/[C@@H:5]1[C@@H:7]([C:8]([O:10][CH2:33][C:32]2[C:35]([F:41])=[C:36]([F:40])[CH:37]=[C:38]([F:39])[C:31]=2[F:30])=[O:9])[C:6]1([CH3:12])[CH3:11])=[CH:2]\[CH:3]=[CH2:4]. The catalyst class is: 23. (2) Product: [Cl:1][C:2]1[CH:7]=[CH:6][C:5]([NH:8][C:9]([NH:11][C:12]2[CH:17]=[CH:16][C:15]([O:18][C:19]3[CH:24]=[CH:23][N:22]=[C:21]([C:25]4[NH:33][CH2:32][CH2:31][N:26]=4)[CH:20]=3)=[CH:14][CH:13]=2)=[O:10])=[CH:4][C:3]=1[C:27]([F:30])([F:28])[F:29]. The catalyst class is: 3. Reactant: [Cl:1][C:2]1[CH:7]=[CH:6][C:5]([NH:8][C:9]([NH:11][C:12]2[CH:17]=[CH:16][C:15]([O:18][C:19]3[CH:24]=[CH:23][N:22]=[C:21]([C:25]#[N:26])[CH:20]=3)=[CH:14][CH:13]=2)=[O:10])=[CH:4][C:3]=1[C:27]([F:30])([F:29])[F:28].[CH2:31](N)[CH2:32][NH2:33].[S]. (3) Reactant: [F:1][C:2]1[C:7]([F:8])=[CH:6][C:5]([OH:9])=[C:4]([N+:10]([O-:12])=[O:11])[CH:3]=1.C(=O)([O-])[O-].[K+].[K+].[CH2:19](Br)[C:20]1[CH:25]=[CH:24][CH:23]=[CH:22][CH:21]=1. Product: [CH2:19]([O:9][C:5]1[CH:6]=[C:7]([F:8])[C:2]([F:1])=[CH:3][C:4]=1[N+:10]([O-:12])=[O:11])[C:20]1[CH:25]=[CH:24][CH:23]=[CH:22][CH:21]=1. The catalyst class is: 21. (4) Reactant: [F:1][C:2]1[CH:7]=[C:6](F)[C:5]([N+:9]([O-:11])=[O:10])=[CH:4][C:3]=1[S:12]([NH:15][CH3:16])(=[O:14])=[O:13].Cl.[CH3:18][NH:19][CH3:20].C(N(CC)CC)C.Cl. Product: [CH3:18][N:19]([CH3:20])[C:6]1[C:5]([N+:9]([O-:11])=[O:10])=[CH:4][C:3]([S:12]([NH:15][CH3:16])(=[O:14])=[O:13])=[C:2]([F:1])[CH:7]=1. The catalyst class is: 34.